Dataset: Buchwald-Hartwig C-N cross coupling reaction yields with 55,370 reactions. Task: Predict the reaction yield, written as a fraction of the theoretical maximum amount of product (1.0 means a 100% yield; for example, 0.34 means a 34% yield). (1) The reactants are CCc1ccc(I)cc1.Cc1ccc(N)cc1.O=S(=O)(O[Pd]1c2ccccc2-c2ccccc2N~1)C(F)(F)F.COc1ccc(OC)c(P([C@]23C[C@H]4C[C@H](C[C@H](C4)C2)C3)[C@]23C[C@H]4C[C@H](C[C@H](C4)C2)C3)c1-c1c(C(C)C)cc(C(C)C)cc1C(C)C.CN(C)C(=NC(C)(C)C)N(C)C.CCOC(=O)c1cc(C)on1. No catalyst specified. The product is CCc1ccc(Nc2ccc(C)cc2)cc1. The yield is 0.786. (2) The reactants are COc1ccc(I)cc1.Cc1ccc(N)cc1.O=S(=O)(O[Pd]1c2ccccc2-c2ccccc2N~1)C(F)(F)F.CC(C)c1cc(C(C)C)c(-c2ccccc2P(C2CCCCC2)C2CCCCC2)c(C(C)C)c1.CN(C)C(=NC(C)(C)C)N(C)C.CCOC(=O)c1cc(C)no1. No catalyst specified. The product is COc1ccc(Nc2ccc(C)cc2)cc1. The yield is 0.189. (3) The reactants are CCc1ccc(I)cc1.Cc1ccc(N)cc1.O=S(=O)(O[Pd]1c2ccccc2-c2ccccc2N~1)C(F)(F)F.COc1ccc(OC)c(P(C(C)(C)C)C(C)(C)C)c1-c1c(C(C)C)cc(C(C)C)cc1C(C)C.CN1CCCN2CCCN=C12.c1ccc(-c2cnoc2)cc1. No catalyst specified. The product is CCc1ccc(Nc2ccc(C)cc2)cc1. The yield is 0.833. (4) The yield is 0.449. No catalyst specified. The product is COc1ccc(Nc2ccc(C)cc2)cc1. The reactants are COc1ccc(I)cc1.Cc1ccc(N)cc1.O=S(=O)(O[Pd]1c2ccccc2-c2ccccc2N~1)C(F)(F)F.CC(C)c1cc(C(C)C)c(-c2ccccc2P(C(C)(C)C)C(C)(C)C)c(C(C)C)c1.CCN=P(N=P(N(C)C)(N(C)C)N(C)C)(N(C)C)N(C)C.COC(=O)c1cc(-c2ccco2)on1. (5) The reactants are COc1ccc(I)cc1.Cc1ccc(N)cc1.O=S(=O)(O[Pd]1c2ccccc2-c2ccccc2N~1)C(F)(F)F.CC(C)c1cc(C(C)C)c(-c2ccccc2P(C2CCCCC2)C2CCCCC2)c(C(C)C)c1.CN(C)C(=NC(C)(C)C)N(C)C.c1ccc(-c2cnoc2)cc1. No catalyst specified. The product is COc1ccc(Nc2ccc(C)cc2)cc1. The yield is 0.0263.